This data is from Full USPTO retrosynthesis dataset with 1.9M reactions from patents (1976-2016). The task is: Predict the reactants needed to synthesize the given product. (1) Given the product [Br:1][C:2]1[C:3]([C:23]2[CH:28]=[CH:27][C:26]([Cl:29])=[CH:25][CH:24]=2)=[CH:4][C:5]2[N:6]([C:10]([CH2:11][C:12]3[CH:13]=[N:14][C:15]([C:18]([F:21])([F:20])[F:19])=[CH:16][CH:17]=3)=[N:9][N:8]=2)[CH:7]=1, predict the reactants needed to synthesize it. The reactants are: [Br:1][C:2]1[C:3]([C:23]2[CH:28]=[CH:27][C:26]([Cl:29])=[CH:25][CH:24]=2)=[CH:4][C:5]([NH:8][NH:9][C:10](=O)[CH2:11][C:12]2[CH:13]=[N:14][C:15]([C:18]([F:21])([F:20])[F:19])=[CH:16][CH:17]=2)=[N:6][CH:7]=1. (2) Given the product [CH:26]1([NH:29][CH2:2][CH2:3][CH2:4][N:5]([CH3:13])[C:6](=[O:12])[O:7][C:8]([CH3:11])([CH3:10])[CH3:9])[CH2:28][CH2:27]1, predict the reactants needed to synthesize it. The reactants are: O[CH2:2][CH2:3][CH2:4][N:5]([CH3:13])[C:6](=[O:12])[O:7][C:8]([CH3:11])([CH3:10])[CH3:9].C(N(CC)CC)C.CS(Cl)(=O)=O.[CH:26]1([NH2:29])[CH2:28][CH2:27]1. (3) Given the product [NH2:32][C:30]1[N:29]=[CH:28][N:27]([CH2:26][CH2:25][O:24][C:17]2[C:18]3[C:23](=[CH:22][CH:21]=[CH:20][CH:19]=3)[C:14]([NH:13][C:11]([NH:10][C:8]3[N:7]([C:35]4[CH:40]=[CH:39][C:38]([CH3:41])=[CH:37][CH:36]=4)[N:6]=[C:5]([C:1]([CH3:4])([CH3:3])[CH3:2])[CH:9]=3)=[O:12])=[CH:15][CH:16]=2)[CH:31]=1, predict the reactants needed to synthesize it. The reactants are: [C:1]([C:5]1[CH:9]=[C:8]([NH:10][C:11]([NH:13][C:14]2[C:23]3[C:18](=[CH:19][CH:20]=[CH:21][CH:22]=3)[C:17]([O:24][CH2:25][CH2:26][N:27]3[CH:31]=[C:30]([N+:32]([O-])=O)[N:29]=[CH:28]3)=[CH:16][CH:15]=2)=[O:12])[N:7]([C:35]2[CH:40]=[CH:39][C:38]([CH3:41])=[CH:37][CH:36]=2)[N:6]=1)([CH3:4])([CH3:3])[CH3:2]. (4) Given the product [CH:1]1([CH2:4][O:5][C:6]2[CH:14]=[CH:13][C:12]([S:15]([CH3:18])(=[O:17])=[O:16])=[CH:11][C:7]=2[C:8]([N:36]2[CH2:35][CH2:34][N:33]([C:31]3[S:32][C:28]([C:27]([F:39])([F:26])[F:40])=[N:29][N:30]=3)[CH2:38][CH2:37]2)=[O:10])[CH2:2][CH2:3]1, predict the reactants needed to synthesize it. The reactants are: [CH:1]1([CH2:4][O:5][C:6]2[CH:14]=[CH:13][C:12]([S:15]([CH3:18])(=[O:17])=[O:16])=[CH:11][C:7]=2[C:8]([OH:10])=O)[CH2:3][CH2:2]1.FC(F)(F)C(O)=O.[F:26][C:27]([F:40])([F:39])[C:28]1[S:32][C:31]([N:33]2[CH2:38][CH2:37][NH:36][CH2:35][CH2:34]2)=[N:30][N:29]=1.